From a dataset of Reaction yield outcomes from USPTO patents with 853,638 reactions. Predict the reaction yield, written as a fraction of the theoretical maximum amount of product (1.0 means a 100% yield; for example, 0.34 means a 34% yield). (1) The reactants are Br[C:2]1[CH:7]=[CH:6][CH:5]=[CH:4][C:3]=1[CH:8]([F:10])[F:9].[Li]CCCC.C(O[B:20]1[O:24][C:23]([CH3:26])([CH3:25])[C:22]([CH3:28])([CH3:27])[O:21]1)(C)C.O. The catalyst is C1COCC1.C(OCC)(=O)C. The product is [F:9][CH:8]([F:10])[C:3]1[CH:4]=[CH:5][CH:6]=[CH:7][C:2]=1[B:20]1[O:24][C:23]([CH3:26])([CH3:25])[C:22]([CH3:28])([CH3:27])[O:21]1. The yield is 0.590. (2) The reactants are Cl.[O:2]=[C:3]([C:10]1[CH:15]=[CH:14][CH:13]=[CH:12][CH:11]=1)[CH2:4][C:5](=[NH:9])[O:6][CH2:7][CH3:8].C(N(CC)CC)C. The catalyst is O. The product is [O:2]=[C:3]([C:10]1[CH:15]=[CH:14][CH:13]=[CH:12][CH:11]=1)[CH2:4][C:5](=[NH:9])[O:6][CH2:7][CH3:8]. The yield is 0.890.